The task is: Predict the product of the given reaction.. This data is from Forward reaction prediction with 1.9M reactions from USPTO patents (1976-2016). (1) Given the reactants [N:1]1[CH:6]=[CH:5][CH:4]=[C:3]([CH2:7][CH2:8][OH:9])[CH:2]=1.[H-].[Na+].[CH2:12]([N:19]([CH2:32][C:33]1[CH:38]=[CH:37][C:36]([O:39][C:40]2[CH:45]=[C:44](F)[N:43]=[C:42]([F:47])[CH:41]=2)=[CH:35][CH:34]=1)[C:20]1[C:21]([CH3:31])=[C:22]([NH:26][S:27]([CH3:30])(=[O:29])=[O:28])[CH:23]=[CH:24][CH:25]=1)[C:13]1[CH:18]=[CH:17][CH:16]=[CH:15][CH:14]=1.O.C[C:50]#[N:51], predict the reaction product. The product is: [C:50]([C:16]1[CH:17]=[CH:18][C:13]([CH2:12][N:19]([CH2:32][C:33]2[CH:38]=[CH:37][C:36]([O:39][C:40]3[CH:45]=[C:44]([O:9][CH2:8][CH2:7][C:3]4[CH:2]=[N:1][CH:6]=[CH:5][CH:4]=4)[N:43]=[C:42]([F:47])[CH:41]=3)=[CH:35][CH:34]=2)[C:20]2[C:21]([CH3:31])=[C:22]([NH:26][S:27]([CH3:30])(=[O:29])=[O:28])[CH:23]=[CH:24][CH:25]=2)=[CH:14][CH:15]=1)#[N:51]. (2) Given the reactants [CH3:1][N:2]1[C:6]([C:7]([C:9]2[CH:14]=[CH:13][C:12]([N+:15]([O-])=O)=[C:11]([CH3:18])[CH:10]=2)=[O:8])=[CH:5][N:4]=[CH:3]1.O.O.[Sn](Cl)Cl, predict the reaction product. The product is: [NH2:15][C:12]1[CH:13]=[CH:14][C:9]([C:7]([C:6]2[N:2]([CH3:1])[CH:3]=[N:4][CH:5]=2)=[O:8])=[CH:10][C:11]=1[CH3:18]. (3) Given the reactants [OH:1][CH:2]1[CH:7]2[CH2:8][CH2:9][N:4]([CH2:5][CH2:6]2)[CH2:3]1.CC(C)([O-])C.[K+].I[C:17]1[N:22]=[CH:21][C:20]([Br:23])=[CH:19][N:18]=1.O, predict the reaction product. The product is: [Br:23][C:20]1[CH:19]=[N:18][C:17]([O:1][CH:2]2[CH:7]3[CH2:8][CH2:9][N:4]([CH2:5][CH2:6]3)[CH2:3]2)=[N:22][CH:21]=1. (4) Given the reactants [F:1][C:2]([F:19])([F:18])[C:3]1[CH:8]=[C:7]([C:9]([OH:11])=O)[CH:6]=[CH:5][C:4]=1[C:12]1[CH:17]=[CH:16][CH:15]=[CH:14][CH:13]=1.C(Cl)CCl.C1C=CC2N(O)N=NC=2C=1.[CH2:34]([C:36]1[CH:37]=[C:38]([CH:43]=[CH:44][C:45]=1[S:46](=[O:49])(=[O:48])[NH2:47])[C:39]([NH:41]O)=[NH:40])[CH3:35], predict the reaction product. The product is: [CH2:34]([C:36]1[CH:37]=[C:38]([C:39]2[N:40]=[C:9]([C:7]3[CH:6]=[CH:5][C:4]([C:12]4[CH:17]=[CH:16][CH:15]=[CH:14][CH:13]=4)=[C:3]([C:2]([F:1])([F:19])[F:18])[CH:8]=3)[O:11][N:41]=2)[CH:43]=[CH:44][C:45]=1[S:46]([NH2:47])(=[O:48])=[O:49])[CH3:35]. (5) Given the reactants [CH2:1]([N:4]([CH2:17][C:18]1[CH:23]=[CH:22][CH:21]=[CH:20][CH:19]=1)[S:5]([C:8]1[CH:13]=[CH:12][CH:11]=[CH:10][C:9]=1[N+:14]([O-:16])=[O:15])(=[O:7])=[O:6])[CH:2]=C.[O:24]=[O+][O-].O=O.CSC, predict the reaction product. The product is: [CH2:17]([N:4]([CH2:1][CH:2]=[O:24])[S:5]([C:8]1[CH:13]=[CH:12][CH:11]=[CH:10][C:9]=1[N+:14]([O-:16])=[O:15])(=[O:7])=[O:6])[C:18]1[CH:23]=[CH:22][CH:21]=[CH:20][CH:19]=1. (6) The product is: [CH3:17][O:18][C:19]([C:21]1[CH:22]=[C:23]2[CH:29]=[CH:28][N:27]([CH2:11][C:9]3[CH:10]=[C:2]([Cl:1])[CH:3]=[C:4]4[C:8]=3[N:7]([CH2:13][CH:14]([CH3:16])[CH3:15])[N:6]=[CH:5]4)[C:24]2=[N:25][CH:26]=1)=[O:20]. Given the reactants [Cl:1][C:2]1[CH:3]=[C:4]2[C:8](=[C:9]([CH2:11]O)[CH:10]=1)[N:7]([CH2:13][CH:14]([CH3:16])[CH3:15])[N:6]=[CH:5]2.[CH3:17][O:18][C:19]([C:21]1[CH:22]=[C:23]2[CH:29]=[CH:28][NH:27][C:24]2=[N:25][CH:26]=1)=[O:20], predict the reaction product. (7) The product is: [C:1]([O:5][C:6](=[O:13])[CH:7]([CH:10]1[CH2:12][CH2:11]1)[CH2:8][NH:9][C:16]([C:18]1[N:19]=[CH:20][C:21]2[C:26]([C:27]=1[OH:28])=[CH:25][CH:24]=[C:23]([O:29][C:30]1[CH:31]=[CH:32][CH:33]=[CH:34][CH:35]=1)[CH:22]=2)=[O:15])([CH3:4])([CH3:2])[CH3:3]. Given the reactants [C:1]([O:5][C:6](=[O:13])[CH:7]([CH:10]1[CH2:12][CH2:11]1)[CH2:8][NH2:9])([CH3:4])([CH3:3])[CH3:2].C[O:15][C:16]([C:18]1[N:19]=[CH:20][C:21]2[C:26]([C:27]=1[OH:28])=[CH:25][CH:24]=[C:23]([O:29][C:30]1[CH:35]=[CH:34][CH:33]=[CH:32][CH:31]=1)[CH:22]=2)=O.C1CCN2C(=NCCC2)CC1, predict the reaction product.